From a dataset of Reaction yield outcomes from USPTO patents with 853,638 reactions. Predict the reaction yield, written as a fraction of the theoretical maximum amount of product (1.0 means a 100% yield; for example, 0.34 means a 34% yield). The yield is 0.0700. The product is [CH3:1][C:2]1[N:10]([CH:19]([C:21](=[O:24])[CH2:22][CH3:23])[CH3:20])[C:5]2=[N:6][CH:7]=[CH:8][CH:9]=[C:4]2[C:3]=1[C:11]([O:13][C:14]([CH3:17])([CH3:16])[CH3:15])=[O:12]. The catalyst is CC#N. The reactants are [CH3:1][C:2]1[NH:10][C:5]2=[N:6][CH:7]=[CH:8][CH:9]=[C:4]2[C:3]=1[C:11]([O:13][C:14]([CH3:17])([CH3:16])[CH3:15])=[O:12].Br[CH:19]([C:21](=[O:24])[CH2:22][CH3:23])[CH3:20].C([O-])([O-])=O.[Cs+].[Cs+].